The task is: Predict which catalyst facilitates the given reaction.. This data is from Catalyst prediction with 721,799 reactions and 888 catalyst types from USPTO. Reactant: [Cl:1][C:2]1[CH:3]=[CH:4][C:5]2[O:9][C:8]([C:10]3[CH:16]=[CH:15][C:13]([NH2:14])=[CH:12][CH:11]=3)=[N:7][C:6]=2[CH:17]=1.[C:18](Cl)(=[O:20])[CH3:19].O. Product: [Cl:1][C:2]1[CH:3]=[CH:4][C:5]2[O:9][C:8]([C:10]3[CH:16]=[CH:15][C:13]([NH:14][C:18](=[O:20])[CH3:19])=[CH:12][CH:11]=3)=[N:7][C:6]=2[CH:17]=1. The catalyst class is: 17.